Predict the reaction yield, written as a fraction of the theoretical maximum amount of product (1.0 means a 100% yield; for example, 0.34 means a 34% yield). From a dataset of Reaction yield outcomes from USPTO patents with 853,638 reactions. (1) The reactants are CC(C)([O-])C.[Na+].C1COCC1.CN(C=O)C.[F:17][C:18]([F:22])([F:21])[CH2:19][OH:20].[Br:23][C:24]1[CH:29]=[CH:28][C:27](F)=[CH:26][C:25]=1[C:31]([F:34])([F:33])[F:32]. The catalyst is CC(OC)(C)C. The product is [Br:23][C:24]1[CH:29]=[CH:28][C:27]([O:20][CH2:19][C:18]([F:22])([F:21])[F:17])=[CH:26][C:25]=1[C:31]([F:32])([F:33])[F:34]. The yield is 0.991. (2) The reactants are O=[CH:2][CH2:3][C:4]1[CH:13]=[CH:12][CH:11]=[C:10]2[C:5]=1[CH:6]=[CH:7][C:8]1[N:9]2[CH:14]=[N:15][C:16]=1[C:17]([O:19][CH2:20][CH3:21])=[O:18].[CH3:22][C:23]1[CH:32]=[CH:31][C:30]2[C:25](=[CH:26][CH:27]=[CH:28][C:29]=2[N:33]2[CH2:38][CH2:37][NH:36][C@H:35]([CH3:39])[CH2:34]2)[N:24]=1.C(O[BH-](OC(=O)C)OC(=O)C)(=O)C.[Na+].[Cl:54]CCCl. No catalyst specified. The product is [ClH:54].[ClH:54].[CH3:39][C@@H:35]1[CH2:34][N:33]([C:29]2[CH:28]=[CH:27][CH:26]=[C:25]3[C:30]=2[CH:31]=[CH:32][C:23]([CH3:22])=[N:24]3)[CH2:38][CH2:37][N:36]1[CH2:2][CH2:3][C:4]1[CH:13]=[CH:12][CH:11]=[C:10]2[C:5]=1[CH:6]=[CH:7][C:8]1[N:9]2[CH:14]=[N:15][C:16]=1[C:17]([O:19][CH2:20][CH3:21])=[O:18]. The yield is 0.720. (3) The reactants are [C:1]1(N2CCCC2)[CH2:6][CH2:5][CH2:4][CH2:3][CH:2]=1.[CH2:12](Br)[CH2:13][CH3:14].O.[OH:17]S(O)(=O)=O. The catalyst is C1C=CC=CC=1. The product is [CH2:12]([CH:1]1[CH2:2][CH2:3][CH2:4][CH2:5][C:6]1=[O:17])[CH2:13][CH3:14]. The yield is 0.153. (4) The reactants are [NH2:1][C:2]1[CH:6]=[CH:5][S:4][C:3]=1[C:7]([O:9]C)=O.[NH2:11][C:12](N)=[O:13].[OH-].[Na+]. The catalyst is CN(C)C=O. The product is [NH:1]1[C:2]2[CH:6]=[CH:5][S:4][C:3]=2[C:7](=[O:9])[NH:11][C:12]1=[O:13]. The yield is 0.615. (5) The reactants are [OH:1][C:2]1[CH:7]=[CH:6][C:5]([C:8](=[O:10])[CH3:9])=[CH:4][C:3]=1[CH3:11].C(=O)([O-])[O-].[K+].[K+].Br[CH2:19][C:20]([O:22][CH3:23])=[O:21]. The catalyst is CC(CC)=O.C(O)(C)C. The product is [C:8]([C:5]1[CH:6]=[CH:7][C:2]([O:1][CH2:19][C:20]([O:22][CH3:23])=[O:21])=[C:3]([CH3:11])[CH:4]=1)(=[O:10])[CH3:9]. The yield is 0.900.